From a dataset of Full USPTO retrosynthesis dataset with 1.9M reactions from patents (1976-2016). Predict the reactants needed to synthesize the given product. (1) Given the product [Cl:16][C:12]1[CH:11]=[C:10]2[C:15]([C:6](=[O:34])[C:7]([CH3:32])([CH3:31])[C:8](=[O:30])[N:9]2[CH:17]2[CH2:22][CH2:21][N:20]([C:23]([O:25][C:26]([CH3:29])([CH3:28])[CH3:27])=[O:24])[CH2:19][CH2:18]2)=[N:14][CH:13]=1, predict the reactants needed to synthesize it. The reactants are: CS(C)=O.Br[CH:6]1[C:15]2[C:10](=[CH:11][C:12]([Cl:16])=[CH:13][N:14]=2)[N:9]([CH:17]2[CH2:22][CH2:21][N:20]([C:23]([O:25][C:26]([CH3:29])([CH3:28])[CH3:27])=[O:24])[CH2:19][CH2:18]2)[C:8](=[O:30])[C:7]1([CH3:32])[CH3:31].C(=O)([O-])[OH:34].[Na+]. (2) Given the product [C:4]([O:3][C:1]([N:8]1[CH2:13][CH2:12][C:11](=[N:23][O:22][CH2:21][C:20]2[CH:24]=[CH:25][CH:26]=[C:18]([C:17]([F:16])([F:28])[F:27])[CH:19]=2)[CH2:10][CH2:9]1)=[O:2])([CH3:7])([CH3:6])[CH3:5], predict the reactants needed to synthesize it. The reactants are: [C:1]([N:8]1[CH2:13][CH2:12][C:11](=O)[CH2:10][CH2:9]1)([O:3][C:4]([CH3:7])([CH3:6])[CH3:5])=[O:2].Cl.[F:16][C:17]([F:28])([F:27])[C:18]1[CH:19]=[C:20]([CH:24]=[CH:25][CH:26]=1)[CH2:21][O:22][NH2:23].C([O-])(=O)C.[Na+]. (3) Given the product [CH2:1]([N:8]1[C:12]2[CH:13]=[C:14]([C:17]3[CH:22]=[CH:21][CH:20]=[C:19]([N+:23]([O-:25])=[O:24])[CH:18]=3)[CH:15]=[CH:16][C:11]=2[NH:10][C:9]1=[S:36])[C:2]1[CH:7]=[CH:6][CH:5]=[CH:4][CH:3]=1, predict the reactants needed to synthesize it. The reactants are: [CH2:1]([N:8]1[C:12]2[CH:13]=[C:14]([C:17]3[CH:22]=[CH:21][CH:20]=[C:19]([N+:23]([O-:25])=[O:24])[CH:18]=3)[CH:15]=[CH:16][C:11]=2[NH:10][C:9]1=O)[C:2]1[CH:7]=[CH:6][CH:5]=[CH:4][CH:3]=1.COC1C=CC(P2(SP(C3C=CC(OC)=CC=3)(=S)S2)=[S:36])=CC=1.